Dataset: Full USPTO retrosynthesis dataset with 1.9M reactions from patents (1976-2016). Task: Predict the reactants needed to synthesize the given product. (1) Given the product [CH3:52][O:51][C:49]([C:48]1[CH:47]=[CH:46][C:45]([CH2:44][N:43]([CH2:35][CH2:36][C:37]2[CH:38]=[CH:39][CH:40]=[CH:41][CH:42]=2)[C:18]([C@@H:17]2[CH2:16][C:15]3[C:10](=[CH:11][CH:12]=[CH:13][CH:14]=3)[CH2:9][N:8]2[C:6]([O:5][C:1]([CH3:4])([CH3:3])[CH3:2])=[O:7])=[O:19])=[CH:54][CH:53]=1)=[O:50], predict the reactants needed to synthesize it. The reactants are: [C:1]([O:5][C:6]([N:8]1[C@H:17]([C:18](O)=[O:19])[CH2:16][C:15]2[C:10](=[CH:11][CH:12]=[CH:13][CH:14]=2)[CH2:9]1)=[O:7])([CH3:4])([CH3:3])[CH3:2].C(Cl)CCl.N1C2C(=NC=CC=2)N(O)N=1.[CH2:35]([NH:43][CH2:44][C:45]1[CH:54]=[CH:53][C:48]([C:49]([O:51][CH3:52])=[O:50])=[CH:47][CH:46]=1)[CH2:36][C:37]1[CH:42]=[CH:41][CH:40]=[CH:39][CH:38]=1.CN1CCOCC1. (2) Given the product [Cl:1][C:2]1[CH:3]=[CH:4][C:5]([N:8]2[C:13](=[O:14])[C:12]3[N:15]([CH2:24][C:25]#[N:27])[N:16]=[C:17]([C:18]4[CH:23]=[CH:22][CH:21]=[CH:20][CH:19]=4)[C:11]=3[N:10]=[C:9]2[C:28]2[CH:29]=[CH:30][C:31]([CH:34]([CH3:36])[CH3:35])=[CH:32][CH:33]=2)=[CH:6][CH:7]=1, predict the reactants needed to synthesize it. The reactants are: [Cl:1][C:2]1[CH:7]=[CH:6][C:5]([N:8]2[C:13](=[O:14])[C:12]3[N:15]([CH2:24][C:25]([NH2:27])=O)[N:16]=[C:17]([C:18]4[CH:23]=[CH:22][CH:21]=[CH:20][CH:19]=4)[C:11]=3[N:10]=[C:9]2[C:28]2[CH:33]=[CH:32][C:31]([CH:34]([CH3:36])[CH3:35])=[CH:30][CH:29]=2)=[CH:4][CH:3]=1.O=P(Cl)(Cl)Cl. (3) Given the product [F:24][C:19]1[CH:20]=[CH:21][CH:22]=[CH:23][C:18]=1[C:13]1[C:12]([CH2:11][O:10][C:7]2[CH:8]=[CH:9][C:4]([C:3]([NH:29][CH:26]([CH3:28])[CH3:27])=[O:25])=[CH:5][N:6]=2)=[C:16]([CH3:17])[O:15][N:14]=1, predict the reactants needed to synthesize it. The reactants are: CO[C:3](=[O:25])[C:4]1[CH:9]=[CH:8][C:7]([O:10][CH2:11][C:12]2[C:13]([C:18]3[CH:23]=[CH:22][CH:21]=[CH:20][C:19]=3[F:24])=[N:14][O:15][C:16]=2[CH3:17])=[N:6][CH:5]=1.[CH:26]([NH2:29])([CH3:28])[CH3:27]. (4) Given the product [NH2:3][CH2:12][C:13]1[CH:18]=[CH:17][C:16]([NH:19][C:20](=[O:39])[C:21]2[CH:26]=[CH:25][C:24]([CH3:27])=[C:23]([C:28]#[C:29][C:30]3[N:34]4[N:35]=[CH:36][CH:37]=[CH:38][C:33]4=[N:32][CH:31]=3)[CH:22]=2)=[CH:15][C:14]=1[C:40]([F:41])([F:43])[F:42], predict the reactants needed to synthesize it. The reactants are: O=C1C2C(=CC=CC=2)C(=O)[N:3]1[CH2:12][C:13]1[CH:18]=[CH:17][C:16]([NH:19][C:20](=[O:39])[C:21]2[CH:26]=[CH:25][C:24]([CH3:27])=[C:23]([C:28]#[C:29][C:30]3[N:34]4[N:35]=[CH:36][CH:37]=[CH:38][C:33]4=[N:32][CH:31]=3)[CH:22]=2)=[CH:15][C:14]=1[C:40]([F:43])([F:42])[F:41].O.NN.C(=O)(O)[O-].[K+]. (5) Given the product [CH2:43]([O:42][C:40]([O:39][CH2:38][C@H:36]1[O:37][C@@H:29]([O:28][C:13]2[C:14]([CH2:17][C:18]3[CH:23]=[CH:22][C:21]([O:24][CH:25]([CH3:26])[CH3:27])=[CH:20][CH:19]=3)=[C:15]([CH3:16])[NH:11][N:12]=2)[C@H:30]([OH:31])[C@@H:32]([OH:33])[C@@H:34]1[OH:35])=[O:41])[CH3:44], predict the reactants needed to synthesize it. The reactants are: C(OC([N:11]1[C:15]([CH3:16])=[C:14]([CH2:17][C:18]2[CH:23]=[CH:22][C:21]([O:24][CH:25]([CH3:27])[CH3:26])=[CH:20][CH:19]=2)[C:13]([O:28][C@@H:29]2[O:37][C@H:36]([CH2:38][O:39][C:40]([O:42][CH2:43][CH3:44])=[O:41])[C@@H:34]([OH:35])[C@H:32]([OH:33])[C@H:30]2[OH:31])=[N:12]1)=O)C1C=CC=CC=1.